This data is from Full USPTO retrosynthesis dataset with 1.9M reactions from patents (1976-2016). The task is: Predict the reactants needed to synthesize the given product. Given the product [NH2:16][C:6]1[CH:5]=[C:4]([C:1](=[O:3])[CH3:2])[CH:15]=[CH:14][C:7]=1[CH:8]=[N:9][NH:10][C:11]1[S:13][CH:18]=[C:19]([C:21]2[CH:26]=[CH:25][CH:24]=[C:23]([Cl:27])[CH:22]=2)[N:12]=1, predict the reactants needed to synthesize it. The reactants are: [C:1]([C:4]1[CH:15]=[CH:14][C:7]([CH:8]=[N:9][NH:10][C:11](=[S:13])[NH2:12])=[C:6]([NH2:16])[CH:5]=1)(=[O:3])[CH3:2].Br[CH2:18][C:19]([C:21]1[CH:26]=[CH:25][CH:24]=[C:23]([Cl:27])[CH:22]=1)=O.